From a dataset of Full USPTO retrosynthesis dataset with 1.9M reactions from patents (1976-2016). Predict the reactants needed to synthesize the given product. (1) Given the product [NH2:33][C:30]1[N:31]=[CH:32][C:27]([C:2]2[C:10]3[N:9]4[CH2:11][CH2:12][NH:13][C:14](=[O:15])[C:8]4=[C:7]([CH3:16])[C:6]=3[CH:5]=[C:4]([C:17]#[N:18])[CH:3]=2)=[CH:28][CH:29]=1, predict the reactants needed to synthesize it. The reactants are: Br[C:2]1[C:10]2[N:9]3[CH2:11][CH2:12][NH:13][C:14](=[O:15])[C:8]3=[C:7]([CH3:16])[C:6]=2[CH:5]=[C:4]([C:17]#[N:18])[CH:3]=1.CC1(C)C(C)(C)OB([C:27]2[CH:28]=[CH:29][C:30]([NH2:33])=[N:31][CH:32]=2)O1. (2) Given the product [CH2:20]([O:22][CH:23]([O:19][CH2:18][CH2:17][CH2:16][CH2:15][CH2:14][CH2:13][Br:12])[CH3:24])[CH3:21], predict the reactants needed to synthesize it. The reactants are: C1(C)C(S(O)(=O)=O)=CC=CC=1.[Br:12][CH2:13][CH2:14][CH2:15][CH2:16][CH2:17][CH2:18][OH:19].[CH:20]([O:22][CH2:23][CH3:24])=[CH2:21]. (3) Given the product [CH3:2][C:3]1([CH3:23])[CH:12]=[CH:11][C:10]2[C:5](=[C:6]([CH2:13][N:14]3[CH2:15][CH2:16][C:17]4([CH2:20][N:19]([C:24](=[O:31])[C:25]5[CH:30]=[CH:29][N:28]=[CH:27][CH:26]=5)[CH2:18]4)[CH2:21][CH2:22]3)[CH:7]=[CH:8][CH:9]=2)[O:4]1, predict the reactants needed to synthesize it. The reactants are: Cl.[CH3:2][C:3]1([CH3:23])[CH:12]=[CH:11][C:10]2[C:5](=[C:6]([CH2:13][N:14]3[CH2:22][CH2:21][C:17]4([CH2:20][NH:19][CH2:18]4)[CH2:16][CH2:15]3)[CH:7]=[CH:8][CH:9]=2)[O:4]1.[C:24](O)(=[O:31])[C:25]1[CH:30]=[CH:29][N:28]=[CH:27][CH:26]=1.CCN=C=NCCCN(C)C.C1C=CC2N(O)N=NC=2C=1.CCN(CC)CC. (4) Given the product [NH2:1][C:2]1[C:3]([C:14]([NH:53][CH2:46][C:47]2[CH:52]=[CH:51][CH:50]=[CH:49][CH:48]=2)=[O:16])=[N:4][C:5]([C:8]2[CH:9]=[CH:10][CH:11]=[CH:12][CH:13]=2)=[CH:6][N:7]=1, predict the reactants needed to synthesize it. The reactants are: [NH2:1][C:2]1[C:3]([C:14]([OH:16])=O)=[N:4][C:5]([C:8]2[CH:13]=[CH:12][CH:11]=[CH:10][CH:9]=2)=[CH:6][N:7]=1.Cl.C(N=C=NCCCN(C)C)C.ON1C2C=CC=CC=2N=N1.CN1CCOCC1.[CH2:46]([NH2:53])[C:47]1[CH:52]=[CH:51][CH:50]=[CH:49][CH:48]=1.